Dataset: HIV replication inhibition screening data with 41,000+ compounds from the AIDS Antiviral Screen. Task: Binary Classification. Given a drug SMILES string, predict its activity (active/inactive) in a high-throughput screening assay against a specified biological target. The molecule is N#CC(=Cc1ccc(-c2ccccc2)cc1)c1ccc([N+](=O)[O-])cc1. The result is 0 (inactive).